This data is from Reaction yield outcomes from USPTO patents with 853,638 reactions. The task is: Predict the reaction yield, written as a fraction of the theoretical maximum amount of product (1.0 means a 100% yield; for example, 0.34 means a 34% yield). (1) The reactants are [NH:1]1[C:9]2[C:4](=[CH:5][CH:6]=[CH:7][CH:8]=2)[CH2:3][C:2]1=[O:10].[Li+].C[Si]([N-][Si](C)(C)C)(C)C.C1COCC1.O=[C:27]1[C:31]2[CH:32]=[CH:33][CH:34]=[CH:35][C:30]=2[CH:29]([C:36]([O-:38])=[O:37])[O:28]1.[Li+]. The catalyst is C(COC)OC. The product is [O:10]=[C:2]1[C:3](=[C:27]2[C:31]3[C:30](=[CH:35][CH:34]=[CH:33][CH:32]=3)[CH:29]([C:36]([OH:38])=[O:37])[O:28]2)[C:4]2[C:9](=[CH:8][CH:7]=[CH:6][CH:5]=2)[NH:1]1. The yield is 0.130. (2) The reactants are [CH2:1]([O:3][C:4]([C:6]1[NH:7][C:8]2[C:13]([CH:14]=1)=[CH:12][C:11]([CH:15]=[CH:16][C:17]([O:19][C:20]([CH3:23])([CH3:22])[CH3:21])=[O:18])=[CH:10][CH:9]=2)=[O:5])[CH3:2]. The catalyst is C(OCC)(=O)C.CO.[Pd]. The product is [CH2:1]([O:3][C:4]([C:6]1[NH:7][C:8]2[C:13]([CH:14]=1)=[CH:12][C:11]([CH2:15][CH2:16][C:17]([O:19][C:20]([CH3:21])([CH3:23])[CH3:22])=[O:18])=[CH:10][CH:9]=2)=[O:5])[CH3:2]. The yield is 0.990.